Dataset: Forward reaction prediction with 1.9M reactions from USPTO patents (1976-2016). Task: Predict the product of the given reaction. (1) Given the reactants C1C=C(Cl)C=C(C(OO)=[O:9])C=1.[F:12][C:13]1[CH:14]=[CH:15][C:16]2[N:17]([CH3:44])[C:18](=[O:43])[C:19]3[CH:29]=[C:28]([CH2:30][CH2:31][O:32][C:33]4[C:42]5[C:37](=[CH:38][CH:39]=[CH:40][CH:41]=5)[N:36]=[CH:35][CH:34]=4)[CH:27]=[N:26][C:20]=3[N:21]([CH2:24][CH3:25])[C:22]=2[N:23]=1, predict the reaction product. The product is: [CH2:24]([N:21]1[C:20]2[N:26]=[CH:27][C:28]([CH2:30][CH2:31][O:32][C:33]3[C:42]4[C:37](=[CH:38][CH:39]=[CH:40][CH:41]=4)[N+:36]([O-:9])=[CH:35][CH:34]=3)=[CH:29][C:19]=2[C:18](=[O:43])[N:17]([CH3:44])[C:16]2[CH:15]=[CH:14][C:13]([F:12])=[N:23][C:22]1=2)[CH3:25]. (2) Given the reactants Br[C:2]1[S:3][C:4]2[C:10]([C:11]3[CH:16]=[CH:15][C:14]([Cl:17])=[CH:13][CH:12]=3)=[C:9]([C@H:18]([O:24][C:25]([CH3:28])([CH3:27])[CH3:26])[C:19]([O:21][CH2:22][CH3:23])=[O:20])[C:8]([CH3:29])=[CH:7][C:5]=2[N:6]=1.[CH3:30][C:31]1[N:35]([CH:36]2[CH2:39][N:38]([C:40]([O:42][C:43]([CH3:46])([CH3:45])[CH3:44])=[O:41])[CH2:37]2)[C:34]2[CH:47]=[C:48](B3OC(C)(C)C(C)(C)O3)[CH:49]=[CH:50][C:33]=2[N:32]=1.C([O-])([O-])=O.[K+].[K+], predict the reaction product. The product is: [C:25]([O:24][C@@H:18]([C:9]1[C:8]([CH3:29])=[CH:7][C:5]2[N:6]=[C:2]([C:48]3[CH:49]=[CH:50][C:33]4[N:32]=[C:31]([CH3:30])[N:35]([CH:36]5[CH2:37][N:38]([C:40]([O:42][C:43]([CH3:45])([CH3:44])[CH3:46])=[O:41])[CH2:39]5)[C:34]=4[CH:47]=3)[S:3][C:4]=2[C:10]=1[C:11]1[CH:16]=[CH:15][C:14]([Cl:17])=[CH:13][CH:12]=1)[C:19]([O:21][CH2:22][CH3:23])=[O:20])([CH3:28])([CH3:27])[CH3:26]. (3) Given the reactants [Cl:1][C:2]1[CH:8]=[CH:7][C:5]([NH2:6])=[CH:4][CH:3]=1.[CH:9](O)=[O:10], predict the reaction product. The product is: [Cl:1][C:2]1[CH:8]=[CH:7][C:5]([NH:6][CH:9]=[O:10])=[CH:4][CH:3]=1. (4) Given the reactants [CH2:1]([N:3]([CH3:17])[C:4](=[O:16])[C:5]1[CH:10]=[CH:9][CH:8]=[CH:7][C:6]=1[NH:11][C:12]([CH3:15])([CH3:14])[CH3:13])[CH3:2].[C:18](=O)([O-])[O-].[K+].[K+].CI, predict the reaction product. The product is: [CH2:1]([N:3]([CH3:17])[C:4](=[O:16])[C:5]1[CH:10]=[CH:9][CH:8]=[CH:7][C:6]=1[N:11]([CH3:18])[C:12]([CH3:13])([CH3:15])[CH3:14])[CH3:2]. (5) Given the reactants Br[C:2]1[CH:3]=[C:4]([NH:10][C:11]2[N:12]=[N:13][N:14]([CH3:16])[CH:15]=2)[C:5](=[O:9])[N:6]([CH3:8])[CH:7]=1.[C:17]([O:20][CH2:21][C:22]1[C:23]([N:31]2[CH2:42][CH2:41][N:40]3[C:33](=[CH:34][C:35]4[CH2:36][C:37]([CH3:44])([CH3:43])[CH2:38][C:39]=43)[C:32]2=[O:45])=[N:24][CH:25]=[CH:26][C:27]=1B(O)O)(=[O:19])[CH3:18], predict the reaction product. The product is: [C:17]([O:20][CH2:21][C:22]1[C:23]([N:31]2[CH2:42][CH2:41][N:40]3[C:33](=[CH:34][C:35]4[CH2:36][C:37]([CH3:44])([CH3:43])[CH2:38][C:39]=43)[C:32]2=[O:45])=[N:24][CH:25]=[CH:26][C:27]=1[C:2]1[CH:3]=[C:4]([NH:10][C:11]2[N:12]=[N:13][N:14]([CH3:16])[CH:15]=2)[C:5](=[O:9])[N:6]([CH3:8])[CH:7]=1)(=[O:19])[CH3:18]. (6) Given the reactants [CH2:1]([CH:3]([CH2:42][CH2:43][CH2:44][CH3:45])[CH2:4][N:5]1[C:17]2[CH:16]=[CH:15][C:14]3[CH:18]=[C:19]([C:22](=O)[C:23]4[C:28]([CH3:29])=[CH:27][C:26]([CH3:30])=[CH:25][C:24]=4[CH3:31])[CH:20]=[CH:21][C:13]=3[C:12]=2[C:11]2[CH:10]=[C:9]([C:33]([C:35]3[CH:40]=[CH:39][CH:38]=[CH:37][C:36]=3[CH3:41])=O)[CH:8]=[CH:7][C:6]1=2)[CH3:2].[Cl-].[OH:47][NH3+:48].[OH2:49], predict the reaction product. The product is: [CH2:1]([CH:3]([CH2:42][CH2:43][CH2:44][CH3:45])[CH2:4][N:5]1[C:17]2[CH:16]=[CH:15][C:14]3[CH:18]=[C:19]([C:22](=[O:49])[C:23]4[C:28]([CH3:29])=[CH:27][C:26]([CH3:30])=[CH:25][C:24]=4[CH3:31])[CH:20]=[CH:21][C:13]=3[C:12]=2[C:11]2[CH:10]=[C:9]([C:33]([C:35]3[CH:40]=[CH:39][CH:38]=[CH:37][C:36]=3[CH3:41])=[N:48][OH:47])[CH:8]=[CH:7][C:6]1=2)[CH3:2].